Predict the product of the given reaction. From a dataset of Forward reaction prediction with 1.9M reactions from USPTO patents (1976-2016). (1) Given the reactants [C:1]([NH:11][C@H:12]([C:16]([OH:18])=[O:17])[CH:13]([CH3:15])[CH3:14])([O:3][CH2:4][C:5]1[CH:10]=[CH:9][CH:8]=[CH:7][CH:6]=1)=[O:2].ClC(N(C)C)=C(C)C.[CH2:27]([O:34][C:35]([C@:37]1([O:48][C@@H:47]([C@@H:49]([C@@H:51]([CH2:53]O)[OH:52])[OH:50])[C@H:42]([NH:43][C:44](=[O:46])[CH3:45])[C@@H:40]([OH:41])[CH2:39]1)[OH:38])=[O:36])[C:28]1[CH:33]=[CH:32][CH:31]=[CH:30][CH:29]=1, predict the reaction product. The product is: [CH2:27]([O:34][C:35]([C:37]1([OH:38])[CH2:39][CH:40]([OH:41])[CH:42]([NH:43][C:44](=[O:46])[CH3:45])[CH:47]([CH:49]([OH:50])[CH:51]([OH:52])[CH2:53][O:17][C:16](=[O:18])[CH:12]([NH:11][C:1]([O:3][CH2:4][C:5]2[CH:10]=[CH:9][CH:8]=[CH:7][CH:6]=2)=[O:2])[CH:13]([CH3:14])[CH3:15])[O:48]1)=[O:36])[C:28]1[CH:33]=[CH:32][CH:31]=[CH:30][CH:29]=1. (2) Given the reactants C(=O)([O-])[O-].[Na+].[Na+].[Cl:7][C:8]1[N:13]=[C:12](Cl)[C:11]([C:15]([NH:17][CH:18]2[CH2:23][CH2:22][CH2:21][CH2:20][CH2:19]2)=[O:16])=[CH:10][N:9]=1.[CH2:24]([SH:27])[CH2:25][CH3:26], predict the reaction product. The product is: [Cl:7][C:8]1[N:13]=[C:12]([S:27][CH2:24][CH2:25][CH3:26])[C:11]([C:15]([NH:17][CH:18]2[CH2:23][CH2:22][CH2:21][CH2:20][CH2:19]2)=[O:16])=[CH:10][N:9]=1.